Dataset: Reaction yield outcomes from USPTO patents with 853,638 reactions. Task: Predict the reaction yield, written as a fraction of the theoretical maximum amount of product (1.0 means a 100% yield; for example, 0.34 means a 34% yield). The catalyst is C1COCC1. The product is [Cl:1][C:2]1[CH:7]=[CH:6][CH:5]=[C:4]([F:8])[C:3]=1[C:9]1[N:13]=[C:12]([C:14]2[C:18]([CH3:19])=[C:17]([C:20]3[CH:25]=[CH:24][C:23]([O:26][CH2:31][CH2:32][CH3:33])=[CH:22][CH:21]=3)[S:16][CH:15]=2)[N:11]([CH3:27])[N:10]=1. The yield is 0.930. The reactants are [Cl:1][C:2]1[CH:7]=[CH:6][CH:5]=[C:4]([F:8])[C:3]=1[C:9]1[N:13]=[C:12]([C:14]2[C:18]([CH3:19])=[C:17]([C:20]3[CH:25]=[CH:24][C:23]([OH:26])=[CH:22][CH:21]=3)[S:16][CH:15]=2)[N:11]([CH3:27])[N:10]=1.[H-].[Na+].I[CH2:31][CH2:32][CH3:33].